Dataset: Forward reaction prediction with 1.9M reactions from USPTO patents (1976-2016). Task: Predict the product of the given reaction. (1) The product is: [OH:29][C@H:27]([CH3:28])[CH2:26][NH:25][C:7]1[N:8]=[C:9]([C:11]2[CH:16]=[CH:15][C:14]([Cl:17])=[C:13]([Cl:18])[CH:12]=2)[C:10]2[C:2]([NH2:1])=[C:3]([C:22]([NH2:24])=[O:23])[S:4][C:5]=2[N:6]=1. Given the reactants [NH2:1][C:2]1[C:10]2[C:9]([C:11]3[CH:16]=[CH:15][C:14]([Cl:17])=[C:13]([Cl:18])[CH:12]=3)=[N:8][C:7](S(C)=O)=[N:6][C:5]=2[S:4][C:3]=1[C:22]([NH2:24])=[O:23].[NH2:25][CH2:26][C@H:27]([OH:29])[CH3:28], predict the reaction product. (2) Given the reactants [F:1][C:2]([F:26])([F:25])[CH2:3][NH:4][C:5]([C:7]1([CH2:20][CH2:21][CH2:22][CH2:23]Br)[C:19]2[CH:18]=[CH:17][CH:16]=[CH:15][C:14]=2[C:13]2[C:8]1=[CH:9][CH:10]=[CH:11][CH:12]=2)=[O:6].[N:27]1([C:34]2[N:38]([CH3:39])[C:37]3[CH:40]=[CH:41][CH:42]=[CH:43][C:36]=3[N:35]=2)[CH2:33][CH2:32][CH2:31][NH:30][CH2:29][CH2:28]1, predict the reaction product. The product is: [F:1][C:2]([F:26])([F:25])[CH2:3][NH:4][C:5]([C:7]1([CH2:20][CH2:21][CH2:22][CH2:23][N:30]2[CH2:31][CH2:32][CH2:33][N:27]([C:34]3[N:38]([CH3:39])[C:37]4[CH:40]=[CH:41][CH:42]=[CH:43][C:36]=4[N:35]=3)[CH2:28][CH2:29]2)[C:19]2[CH:18]=[CH:17][CH:16]=[CH:15][C:14]=2[C:13]2[C:8]1=[CH:9][CH:10]=[CH:11][CH:12]=2)=[O:6]. (3) Given the reactants [F:1][C:2]1[CH:3]=[CH:4][CH:5]=[C:6]2[C:10]=1[NH:9][C:8](=[O:11])[C:7]2=[O:12].[C:13]1([Mg]Br)[CH:18]=[CH:17][CH:16]=[CH:15][CH:14]=1.O.CO.C(O)(C(F)(F)F)=O, predict the reaction product. The product is: [F:1][C:2]1[CH:3]=[CH:4][CH:5]=[C:6]2[C:10]=1[NH:9][C:8](=[O:11])[C:7]2([OH:12])[C:13]1[CH:18]=[CH:17][CH:16]=[CH:15][CH:14]=1. (4) Given the reactants [H-].[H-].[H-].[H-].[Li+].[Al+3].[F:7][C:8]1[CH:9]=[C:10]([CH:15]2[NH:20][C:19](=O)[CH2:18][O:17][CH2:16]2)[CH:11]=[CH:12][C:13]=1[F:14], predict the reaction product. The product is: [F:7][C:8]1[CH:9]=[C:10]([CH:15]2[NH:20][CH2:19][CH2:18][O:17][CH2:16]2)[CH:11]=[CH:12][C:13]=1[F:14]. (5) Given the reactants FC1C=C(C2N=C(SC)N=C(N3CCOC[C@@H]3C)C=2)C=NC=1.Cl[C:24]1[CH:29]=[C:28]([C:30]2[CH:35]=[C:34]([F:36])[CH:33]=[CH:32][C:31]=2[S:37][CH3:38])[N:27]=[C:26]([S:39][CH3:40])[N:25]=1.[OH:41][CH2:42][CH2:43][NH:44][C:45]([NH:47][C:48]1[CH:53]=[CH:52][C:51](B2OC(C)(C)C(C)(C)O2)=[CH:50][CH:49]=1)=[O:46], predict the reaction product. The product is: [F:36][C:34]1[CH:33]=[CH:32][C:31]([S:37][CH3:38])=[C:30]([C:28]2[N:27]=[C:26]([S:39][CH3:40])[N:25]=[C:24]([C:51]3[CH:52]=[CH:53][C:48]([NH:47][C:45]([NH:44][CH2:43][CH2:42][OH:41])=[O:46])=[CH:49][CH:50]=3)[CH:29]=2)[CH:35]=1. (6) Given the reactants [Cl:1][C:2]1[CH:3]=[C:4]2[C:9](=[CH:10][CH:11]=1)[NH:8][C:7](=[O:12])[C:6]([CH2:13][CH2:14][CH3:15])=[C:5]2[OH:16].[H-].[Na+].[CH:19]1([CH2:23]Br)[CH2:22][CH2:21][CH2:20]1, predict the reaction product. The product is: [Cl:1][C:2]1[CH:3]=[C:4]2[C:9](=[CH:10][CH:11]=1)[NH:8][C:7](=[O:12])[C:6]([CH2:13][CH2:14][CH3:15])=[C:5]2[O:16][CH2:23][CH:19]1[CH2:22][CH2:21][CH2:20]1. (7) Given the reactants [C:1]1([CH3:14])[CH:6]=[C:5]([CH3:7])[CH:4]=[C:3]([CH3:8])[C:2]=1[N:9]1[CH:13]=[CH:12][N:11]=[CH:10]1.[Cl:15][CH2:16][CH2:17][CH2:18][Si:19]([O:26][CH2:27][CH3:28])([O:23][CH2:24][CH3:25])[O:20][CH2:21][CH3:22], predict the reaction product. The product is: [Cl-:15].[C:1]1([CH3:14])[CH:6]=[C:5]([CH3:7])[CH:4]=[C:3]([CH3:8])[C:2]=1[N+:9]1[CH:13]=[CH:12][N:11]([CH2:16][CH2:17][CH2:18][Si:19]([O:20][CH2:21][CH3:22])([O:26][CH2:27][CH3:28])[O:23][CH2:24][CH3:25])[CH:10]=1. (8) Given the reactants C(NC(C)C)(C)C.[Li]CCCC.[CH3:13][O:14][C:15]([C:17]1[S:18][CH:19]=[CH:20][C:21]=1[N:22]([CH:32]1[CH2:41][CH2:40][C:35]2([O:39][CH2:38][CH2:37][O:36]2)[CH2:34][CH2:33]1)[C:23]([C@H:25]1[CH2:30][CH2:29][C@H:28]([CH3:31])[CH2:27][CH2:26]1)=[O:24])=[O:16].[CH3:42][C:43]1([CH3:50])[CH2:48][CH2:47][C:46](=[O:49])[CH2:45][CH2:44]1, predict the reaction product. The product is: [CH3:13][O:14][C:15]([C:17]1[S:18][C:19]([C:46]2([OH:49])[CH2:47][CH2:48][C:43]([CH3:50])([CH3:42])[CH2:44][CH2:45]2)=[CH:20][C:21]=1[N:22]([CH:32]1[CH2:41][CH2:40][C:35]2([O:39][CH2:38][CH2:37][O:36]2)[CH2:34][CH2:33]1)[C:23]([C@H:25]1[CH2:26][CH2:27][C@H:28]([CH3:31])[CH2:29][CH2:30]1)=[O:24])=[O:16]. (9) Given the reactants [C:1]1([N:7]2[N:11]=[C:10]([C:12]([NH:14][C:15]3[CH:20]=[CH:19][C:18]([C@@H:21]4[O:26][CH2:25][CH2:24][N:23](C(OC(C)(C)C)=O)[CH2:22]4)=[CH:17][CH:16]=3)=[O:13])[CH:9]=[N:8]2)[CH:6]=[CH:5][CH:4]=[CH:3][CH:2]=1.[ClH:34].C(OCC)C, predict the reaction product. The product is: [ClH:34].[NH:23]1[CH2:24][CH2:25][O:26][C@@H:21]([C:18]2[CH:19]=[CH:20][C:15]([NH:14][C:12]([C:10]3[CH:9]=[N:8][N:7]([C:1]4[CH:2]=[CH:3][CH:4]=[CH:5][CH:6]=4)[N:11]=3)=[O:13])=[CH:16][CH:17]=2)[CH2:22]1.